Dataset: Reaction yield outcomes from USPTO patents with 853,638 reactions. Task: Predict the reaction yield, written as a fraction of the theoretical maximum amount of product (1.0 means a 100% yield; for example, 0.34 means a 34% yield). (1) The reactants are [Cl:1][C:2]1[C:3]2[CH:12]=[CH:11][CH:10]=[CH:9][C:4]=2[S:5][C:6]=1[CH:7]=O.[CH3:13][NH2:14].[BH4-].[Na+]. The catalyst is CO. The product is [Cl:1][C:2]1[C:3]2[CH:12]=[CH:11][CH:10]=[CH:9][C:4]=2[S:5][C:6]=1[CH2:7][NH:14][CH3:13]. The yield is 0.800. (2) The reactants are [CH3:1][O:2][C:3]([C:5]1([C:8]2[CH:13]=[C:12](I)[C:11]([O:15][CH2:16][C:17]([CH3:19])=[CH2:18])=[C:10](I)[CH:9]=2)[CH2:7][CH2:6]1)=[O:4].CCCC[SnH](CCCC)CCCC.CC(N=NC(C#N)(C)C)(C#N)C. The catalyst is C1(C)C=CC=CC=1. The product is [CH3:1][O:2][C:3]([C:5]1([C:8]2[CH:13]=[CH:12][C:11]3[O:15][CH2:16][C:17]([CH3:19])([CH3:18])[C:10]=3[CH:9]=2)[CH2:7][CH2:6]1)=[O:4]. The yield is 0.620. (3) The catalyst is CCOCC.C1COCC1. The yield is 0.450. The reactants are Br[C:2]1[CH:7]=[CH:6][CH:5]=[CH:4][N:3]=1.C([Li])CCC.[NH2:13][C:14]1[CH:22]=[CH:21][C:20]([Cl:23])=[CH:19][C:15]=1[C:16](O)=[O:17].Cl[Si](C)(C)C.Cl. The product is [NH2:13][C:14]1[CH:22]=[CH:21][C:20]([Cl:23])=[CH:19][C:15]=1[C:16]([C:2]1[CH:7]=[CH:6][CH:5]=[CH:4][N:3]=1)=[O:17].